From a dataset of Full USPTO retrosynthesis dataset with 1.9M reactions from patents (1976-2016). Predict the reactants needed to synthesize the given product. (1) Given the product [CH2:1]([O:8][C:9]1[CH:14]=[C:13]([O:15][CH2:16][C:17]2[CH:22]=[CH:21][CH:20]=[CH:19][CH:18]=2)[C:12]([CH:23]([CH3:24])[CH3:25])=[CH:11][C:10]=1[C:26]1[O:30][N:29]=[C:28]([C:31]([NH:33][CH2:34][CH3:35])=[O:32])[C:27]=1[C:36]1[NH:40][N:39]=[N:38][N:37]=1)[C:2]1[CH:3]=[CH:4][CH:5]=[CH:6][CH:7]=1, predict the reactants needed to synthesize it. The reactants are: [CH2:1]([O:8][C:9]1[CH:14]=[C:13]([O:15][CH2:16][C:17]2[CH:22]=[CH:21][CH:20]=[CH:19][CH:18]=2)[C:12]([CH:23]([CH3:25])[CH3:24])=[CH:11][C:10]=1[C:26]1[O:30][N:29]=[C:28]([C:31]([NH:33][CH2:34][CH3:35])=[O:32])[C:27]=1[C:36]#[N:37])[C:2]1[CH:7]=[CH:6][CH:5]=[CH:4][CH:3]=1.[N-:38]=[N+:39]=[N-:40].[Na+]. (2) The reactants are: [F:1][C:2]1[C:22](F)=[CH:21][C:5]2[C:6]3[C:7](=[O:20])[C:8]([C:15]([O:17][CH2:18][CH3:19])=[O:16])=[CH:9][N:10]([CH3:14])[C:11]=3[CH:12]=[N:13][C:4]=2[CH:3]=1.[CH3:24][C:25]1[CH:26]=[C:27]([CH:32]2[CH2:37][NH:36][CH2:35][CH2:34][NH:33]2)[CH:28]=[CH:29][C:30]=1[CH3:31].O. Given the product [CH3:24][C:25]1[CH:26]=[C:27]([CH:32]2[NH:33][CH2:34][CH2:35][N:36]([C:22]3[C:2]([F:1])=[CH:3][C:4]4[N:13]=[CH:12][C:11]5[N:10]([CH3:14])[CH:9]=[C:8]([C:15]([O:17][CH2:18][CH3:19])=[O:16])[C:7](=[O:20])[C:6]=5[C:5]=4[CH:21]=3)[CH2:37]2)[CH:28]=[CH:29][C:30]=1[CH3:31], predict the reactants needed to synthesize it. (3) Given the product [Br:1][C:2]1[CH:7]=[CH:6][C:5]([O:8][CH3:9])=[CH:4][C:3]=1[CH2:10][Br:18], predict the reactants needed to synthesize it. The reactants are: [Br:1][C:2]1[CH:7]=[CH:6][C:5]([O:8][CH3:9])=[CH:4][C:3]=1[CH3:10].C1C(=O)N([Br:18])C(=O)C1. (4) Given the product [CH3:13][N:14]([CH2:22][CH:23]1[C:32]2[C:27](=[CH:28][CH:29]=[CH:30][CH:31]=2)[CH2:26][CH2:25][CH2:24]1)[C:15]1[CH:20]=[CH:19][C:18]([O:21][C:2]2[N:3]=[C:4]([OH:12])[C:5]3[CH:11]=[CH:10][N:9]=[CH:8][C:6]=3[N:7]=2)=[CH:17][CH:16]=1, predict the reactants needed to synthesize it. The reactants are: Cl[C:2]1[N:3]=[C:4]([OH:12])[C:5]2[CH:11]=[CH:10][N:9]=[CH:8][C:6]=2[N:7]=1.[CH3:13][N:14]([CH2:22][CH:23]1[C:32]2[C:27](=[CH:28][CH:29]=[CH:30][CH:31]=2)[CH2:26][CH2:25][CH2:24]1)[C:15]1[CH:20]=[CH:19][C:18]([OH:21])=[CH:17][CH:16]=1. (5) The reactants are: [C:1]([OH:12])(=O)/[CH:2]=[CH:3]/[CH2:4][CH2:5][CH2:6][CH2:7][CH2:8][CH2:9][CH3:10].[CH2:13]([SH:23])[CH2:14][CH2:15][CH2:16][CH2:17][CH2:18][CH2:19][CH2:20][CH2:21][CH3:22]. Given the product [C:1](=[O:12])([S:23][CH2:13][CH2:14][CH2:15][CH2:16][CH2:17][CH2:18][CH2:19][CH2:20][CH2:21][CH3:22])/[CH:2]=[CH:3]/[CH2:4][CH2:5][CH2:6][CH2:7][CH2:8][CH2:9][CH3:10], predict the reactants needed to synthesize it. (6) Given the product [Br:12][C:3]1[C:2]([Br:1])=[C:8]([O:9][CH3:10])[C:7]([Br:11])=[CH:6][C:4]=1[NH2:5], predict the reactants needed to synthesize it. The reactants are: [Br:1][C:2]1[CH:3]=[C:4]([CH:6]=[C:7]([Br:11])[C:8]=1[O:9][CH3:10])[NH2:5].[Br:12]Br. (7) Given the product [OH:37][CH:36]([C:38]1[CH:39]=[CH:40][C:41]([N+:44]([O-:46])=[O:45])=[CH:42][CH:43]=1)[CH2:35][NH:34][C:16]([C@@H:9]1[CH2:10][C:11](=[N:13][O:14][CH3:15])[CH2:12][N:8]1[C:6](=[O:7])[C:28]1[CH:27]=[CH:26][C:25]([C:22]2[CH:21]=[CH:20][N:19]=[CH:24][CH:23]=2)=[CH:33][CH:32]=1)=[O:18], predict the reactants needed to synthesize it. The reactants are: C(O[C:6]([N:8]1[CH2:12][C:11](=[N:13][O:14][CH3:15])[CH2:10][C@H:9]1[C:16]([OH:18])=O)=[O:7])(C)(C)C.[N:19]1[CH:24]=[CH:23][C:22]([C:25]2[CH:33]=[CH:32][C:28](C(O)=O)=[CH:27][CH:26]=2)=[CH:21][CH:20]=1.[NH2:34][CH2:35][CH:36]([C:38]1[CH:43]=[CH:42][C:41]([N+:44]([O-:46])=[O:45])=[CH:40][CH:39]=1)[OH:37]. (8) Given the product [Br:12][CH2:13][CH2:14][O:1][C:2]1[CH:11]=[CH:10][CH:9]=[C:8]2[C:3]=1[CH:4]=[CH:5][CH:6]=[N:7]2, predict the reactants needed to synthesize it. The reactants are: [OH:1][C:2]1[CH:11]=[CH:10][CH:9]=[C:8]2[C:3]=1[CH:4]=[CH:5][CH:6]=[N:7]2.[Br:12][CH2:13][CH2:14]Br.C(=O)([O-])[O-].[K+].[K+].